Dataset: Retrosynthesis with 50K atom-mapped reactions and 10 reaction types from USPTO. Task: Predict the reactants needed to synthesize the given product. (1) Given the product Clc1cccc(-c2cnc(CBr)o2)c1, predict the reactants needed to synthesize it. The reactants are: Cc1ncc(-c2cccc(Cl)c2)o1.O=C1CCC(=O)N1Br. (2) Given the product CCOc1ccc(CCNCCNc2cc(C)nc3c2ncn3-c2c(C)cc(C)cc2C)cc1OC, predict the reactants needed to synthesize it. The reactants are: CCOc1ccc(CCN)cc1OC.Cc1cc(C)c(-n2cnc3c(NCCCl)cc(C)nc32)c(C)c1. (3) Given the product C=C(C)C(=O)NCC(=O)O, predict the reactants needed to synthesize it. The reactants are: C=C(C)C(=O)Cl.NCC(=O)O.